From a dataset of NCI-60 drug combinations with 297,098 pairs across 59 cell lines. Regression. Given two drug SMILES strings and cell line genomic features, predict the synergy score measuring deviation from expected non-interaction effect. (1) Drug 2: C1=NC2=C(N1)C(=S)N=C(N2)N. Cell line: 786-0. Drug 1: CC12CCC3C(C1CCC2=O)CC(=C)C4=CC(=O)C=CC34C. Synergy scores: CSS=71.1, Synergy_ZIP=-0.335, Synergy_Bliss=-0.679, Synergy_Loewe=-3.27, Synergy_HSA=1.73. (2) Drug 1: C1=CC(=CC=C1CC(C(=O)O)N)N(CCCl)CCCl.Cl. Drug 2: C1C(C(OC1N2C=NC3=C(N=C(N=C32)Cl)N)CO)O. Cell line: RXF 393. Synergy scores: CSS=13.5, Synergy_ZIP=-3.24, Synergy_Bliss=1.67, Synergy_Loewe=-4.86, Synergy_HSA=1.40.